The task is: Regression. Given two drug SMILES strings and cell line genomic features, predict the synergy score measuring deviation from expected non-interaction effect.. This data is from NCI-60 drug combinations with 297,098 pairs across 59 cell lines. (1) Drug 1: C1=NC2=C(N1)C(=S)N=C(N2)N. Drug 2: C(CN)CNCCSP(=O)(O)O. Cell line: MDA-MB-231. Synergy scores: CSS=26.9, Synergy_ZIP=-0.536, Synergy_Bliss=4.27, Synergy_Loewe=-29.1, Synergy_HSA=-1.40. (2) Drug 1: C1=CC(=CC=C1CC(C(=O)O)N)N(CCCl)CCCl.Cl. Drug 2: CNC(=O)C1=NC=CC(=C1)OC2=CC=C(C=C2)NC(=O)NC3=CC(=C(C=C3)Cl)C(F)(F)F. Cell line: KM12. Synergy scores: CSS=56.2, Synergy_ZIP=-3.24, Synergy_Bliss=-6.41, Synergy_Loewe=-15.3, Synergy_HSA=-3.82. (3) Drug 1: C1C(C(OC1N2C=NC3=C(N=C(N=C32)Cl)N)CO)O. Drug 2: C1=NC2=C(N=C(N=C2N1C3C(C(C(O3)CO)O)O)F)N. Cell line: UACC-257. Synergy scores: CSS=10.1, Synergy_ZIP=-5.87, Synergy_Bliss=-0.554, Synergy_Loewe=-14.9, Synergy_HSA=-0.738. (4) Drug 1: CC12CCC3C(C1CCC2=O)CC(=C)C4=CC(=O)C=CC34C. Drug 2: C1CCC(C(C1)N)N.C(=O)(C(=O)[O-])[O-].[Pt+4]. Cell line: U251. Synergy scores: CSS=61.3, Synergy_ZIP=-3.16, Synergy_Bliss=-6.99, Synergy_Loewe=-4.81, Synergy_HSA=-4.41.